This data is from Forward reaction prediction with 1.9M reactions from USPTO patents (1976-2016). The task is: Predict the product of the given reaction. (1) Given the reactants C1(P(C2C=CC=CC=2)C2C=CC=CC=2)C=CC=CC=1.[CH2:20]([O:22][C:23]1[C:28](=[O:29])[CH:27]=[CH:26][NH:25][C:24]=1[CH3:30])[CH3:21].[CH2:31]([O:33][CH2:34][CH2:35]O)[CH3:32].CCOC(/N=N/C(OCC)=O)=O, predict the reaction product. The product is: [CH2:20]([O:22][C:23]1[C:24]([CH3:30])=[N:25][CH:26]=[CH:27][C:28]=1[O:29][CH2:32][CH2:31][O:33][CH2:34][CH3:35])[CH3:21]. (2) Given the reactants [C:1](Cl)(=[O:10])[C:2]1[CH:7]=[CH:6][C:5]([O:8][CH3:9])=[CH:4][CH:3]=1.[NH2:12][C:13]1[S:17][C:16]([NH:18][C:19]2[CH:24]=[CH:23][C:22]([O:25][CH2:26][C:27]#[CH:28])=[CH:21][CH:20]=2)=[N:15][C:14]=1[C:29]([NH2:31])=[O:30], predict the reaction product. The product is: [CH3:9][O:8][C:5]1[CH:6]=[CH:7][C:2]([C:1]([NH:12][C:13]2[S:17][C:16]([NH:18][C:19]3[CH:20]=[CH:21][C:22]([O:25][CH2:26][C:27]#[CH:28])=[CH:23][CH:24]=3)=[N:15][C:14]=2[C:29]([NH2:31])=[O:30])=[O:10])=[CH:3][CH:4]=1. (3) Given the reactants [F:1][C:2]1[CH:3]=[C:4]([O:8][CH:9]2[CH2:14][CH2:13][N:12](C(OC(C)(C)C)=O)[CH2:11][CH2:10]2)[CH:5]=[CH:6][CH:7]=1.C(O)(C(F)(F)F)=O, predict the reaction product. The product is: [F:1][C:2]1[CH:3]=[C:4]([O:8][CH:9]2[CH2:14][CH2:13][NH:12][CH2:11][CH2:10]2)[CH:5]=[CH:6][CH:7]=1. (4) Given the reactants N1CCCCC1.[CH3:7][O:8][C:9]1[C:53]([O:54][CH2:55][CH2:56][CH2:57][O:58][C:59]2[C:60]([O:84][CH3:85])=[CH:61][C:62]3[C:68](=[O:69])[N:67]4[CH:70]=[C:71]([CH3:73])[CH2:72][C@H:66]4[C:65](=[O:74])[N:64]([CH2:75][O:76][CH2:77][CH2:78][Si:79]([CH3:82])([CH3:81])[CH3:80])[C:63]=3[CH:83]=2)=[CH:52][C:12]2[N:13]([CH2:44][O:45][CH2:46][CH2:47][Si:48]([CH3:51])([CH3:50])[CH3:49])[C:14](=[O:43])[C@@H:15]3[CH2:21][C:20](/[CH:22]=[CH:23]/[CH2:24][NH:25]C(=O)OCC4C5C=CC=CC=5C5C4=CC=CC=5)=[CH:19][N:16]3[C:17](=[O:18])[C:11]=2[CH:10]=1, predict the reaction product. The product is: [NH2:25][CH2:24]/[CH:23]=[CH:22]/[C:20]1[CH2:21][C@H:15]2[C:14](=[O:43])[N:13]([CH2:44][O:45][CH2:46][CH2:47][Si:48]([CH3:50])([CH3:49])[CH3:51])[C:12]3[CH:52]=[C:53]([O:54][CH2:55][CH2:56][CH2:57][O:58][C:59]4[C:60]([O:84][CH3:85])=[CH:61][C:62]5[C:68](=[O:69])[N:67]6[CH:70]=[C:71]([CH3:73])[CH2:72][C@H:66]6[C:65](=[O:74])[N:64]([CH2:75][O:76][CH2:77][CH2:78][Si:79]([CH3:80])([CH3:82])[CH3:81])[C:63]=5[CH:83]=4)[C:9]([O:8][CH3:7])=[CH:10][C:11]=3[C:17](=[O:18])[N:16]2[CH:19]=1. (5) Given the reactants Cl.Cl.[NH:3]1[CH2:6][CH:5]([C:7]2[C:8]([O:28][CH3:29])=[C:9]([CH:15]([N:17]3[C:21]4=[N:22][CH:23]=[N:24][C:25]([NH2:26])=[C:20]4[C:19]([CH3:27])=[N:18]3)[CH3:16])[CH:10]=[C:11]([Cl:14])[C:12]=2[CH3:13])[CH2:4]1.C(N(CC)CC)C.[CH3:37][N:38]1[CH:42]=[C:41]([C:43](Cl)=[O:44])[CH:40]=[N:39]1, predict the reaction product. The product is: [Cl:14][C:11]1[C:12]([CH3:13])=[C:7]([CH:5]2[CH2:4][N:3]([C:43]([C:41]3[CH:40]=[N:39][N:38]([CH3:37])[CH:42]=3)=[O:44])[CH2:6]2)[C:8]([O:28][CH3:29])=[C:9]([CH:15]([N:17]2[C:21]3=[N:22][CH:23]=[N:24][C:25]([NH2:26])=[C:20]3[C:19]([CH3:27])=[N:18]2)[CH3:16])[CH:10]=1. (6) Given the reactants C1(C(NC(C)C)C(C2C=CC=CC=2F)CCN2CCN(C3C=CC=CC=3OC)CC2)CCCCC1.[O:36]=[C:37]([C:48]#[C:49][CH3:50])[CH:38]([C:42]1[CH:47]=[CH:46][CH:45]=[CH:44][CH:43]=1)[CH2:39][CH:40]=O.[O:51]1[C:56]2[CH:57]=[CH:58][CH:59]=[C:60]([N:61]3[CH2:66][CH2:65][NH:64][CH2:63][CH2:62]3)[C:55]=2[O:54][CH2:53][CH2:52]1, predict the reaction product. The product is: [O:51]1[C:56]2[CH:57]=[CH:58][CH:59]=[C:60]([N:61]3[CH2:66][CH2:65][N:64]([CH2:40][CH2:39][CH:38]([C:42]4[CH:47]=[CH:46][CH:45]=[CH:44][CH:43]=4)[C:37](=[O:36])[C:48]#[C:49][CH3:50])[CH2:63][CH2:62]3)[C:55]=2[O:54][CH2:53][CH2:52]1. (7) Given the reactants Br[C:2]1[S:6][C:5]([CH:7]=[O:8])=[C:4]([CH3:9])[CH:3]=1.[C:10]([O:14][C:15]([CH3:18])([CH3:17])[CH3:16])(=[O:13])[CH:11]=[CH2:12].C1(C)C=CC=CC=1P(C1C=CC=CC=1C)C1C=CC=CC=1C.CCN(CC)CC, predict the reaction product. The product is: [CH:7]([C:5]1[S:6][C:2](/[CH:12]=[CH:11]/[C:10]([O:14][C:15]([CH3:18])([CH3:17])[CH3:16])=[O:13])=[CH:3][C:4]=1[CH3:9])=[O:8]. (8) Given the reactants [CH3:1][O:2][C:3]1[CH:8]=[CH:7][CH:6]=[CH:5][C:4]=1[N:9]1[CH2:14][CH2:13][C:12]([CH2:23][OH:24])([C:15]2[CH:20]=[CH:19][CH:18]=[C:17]([O:21][CH3:22])[CH:16]=2)[CH2:11][CH2:10]1.[H-].[Na+].[CH3:27]I.[Cl-].[NH4+], predict the reaction product. The product is: [CH3:27][O:24][CH2:23][C:12]1([C:15]2[CH:20]=[CH:19][CH:18]=[C:17]([O:21][CH3:22])[CH:16]=2)[CH2:13][CH2:14][N:9]([C:4]2[CH:5]=[CH:6][CH:7]=[CH:8][C:3]=2[O:2][CH3:1])[CH2:10][CH2:11]1. (9) Given the reactants [F:1][C:2]1[CH:7]=[CH:6][CH:5]=[C:4]([F:8])[C:3]=1[N:9]1[C:14]2[N:15]=[C:16](S(C)=O)[N:17]=[C:18]([C:19]3[CH:20]=[C:21]([CH:32]=[CH:33][C:34]=3[CH3:35])[C:22]([NH:24][C:25]3[CH:30]=[CH:29][C:28]([F:31])=[CH:27][CH:26]=3)=[O:23])[C:13]=2[CH2:12][NH:11][C:10]1=[O:39].[CH3:40][N:41]([CH3:46])[CH2:42][CH2:43][CH2:44][NH2:45], predict the reaction product. The product is: [F:1][C:2]1[CH:7]=[CH:6][CH:5]=[C:4]([F:8])[C:3]=1[N:9]1[C:14]2[N:15]=[C:16]([NH:45][CH2:44][CH2:43][CH2:42][N:41]([CH3:46])[CH3:40])[N:17]=[C:18]([C:19]3[CH:20]=[C:21]([CH:32]=[CH:33][C:34]=3[CH3:35])[C:22]([NH:24][C:25]3[CH:30]=[CH:29][C:28]([F:31])=[CH:27][CH:26]=3)=[O:23])[C:13]=2[CH2:12][NH:11][C:10]1=[O:39].